This data is from Reaction yield outcomes from USPTO patents with 853,638 reactions. The task is: Predict the reaction yield, written as a fraction of the theoretical maximum amount of product (1.0 means a 100% yield; for example, 0.34 means a 34% yield). The reactants are S(Cl)(Cl)=O.[Cl:5][C:6]1[CH:7]=[C:8]([N:12]2[C:16](=[O:17])[CH2:15][CH:14]([C:18]([OH:20])=[O:19])[CH2:13]2)[CH:9]=[CH:10][CH:11]=1.[CH3:21]O. No catalyst specified. The product is [Cl:5][C:6]1[CH:7]=[C:8]([N:12]2[C:16](=[O:17])[CH2:15][CH:14]([C:18]([O:20][CH3:21])=[O:19])[CH2:13]2)[CH:9]=[CH:10][CH:11]=1. The yield is 0.980.